Task: Predict hERG channel inhibition at various concentrations.. Dataset: hERG Central: cardiac toxicity at 1µM, 10µM, and general inhibition (1) The molecule is CC1CCCN(CCOc2ccc3ccccc3c2Br)C1.O=C(O)C(=O)O. Results: hERG_inhib (hERG inhibition (general)): blocker. (2) The drug is CCc1ccc(CNC(=O)C2CCC(=O)N(CCc3ccc(Cl)cc3)C2)nc1. Results: hERG_inhib (hERG inhibition (general)): blocker. (3) The drug is CCN(CC)CCSc1nnc(Nc2ccccc2)n1-c1ccccc1. Results: hERG_inhib (hERG inhibition (general)): blocker. (4) The drug is O=C(NCc1ccccc1CN1CCCC1)C1CCN(S(=O)(=O)c2ccc(F)c(F)c2)CC1. Results: hERG_inhib (hERG inhibition (general)): blocker. (5) The molecule is COc1ccc(CCNC(=O)c2ccc3c(c2)SC2=NS(=O)(=O)CCN23)cc1. Results: hERG_inhib (hERG inhibition (general)): blocker. (6) The molecule is O=C(CCCCCn1c(SCc2ccncc2)nc2ccccc2c1=O)NCc1ccco1. Results: hERG_inhib (hERG inhibition (general)): blocker. (7) The drug is O=C(O)C(=O)O.O=C(c1ccccc1)c1ccc(OCCOCCN2CCN(Cc3ccccc3)CC2)cc1. Results: hERG_inhib (hERG inhibition (general)): blocker. (8) The compound is Brc1ccc(CNCc2cccs2)cc1. Results: hERG_inhib (hERG inhibition (general)): blocker. (9) The molecule is N=c1c2c(-c3ccccc3)c(-c3ccccc3)n(Cc3ccco3)c2ncn1Cc1ccccc1. Results: hERG_inhib (hERG inhibition (general)): blocker. (10) The drug is COc1ccc(CN2CCC(C(=O)Nc3ccc(Oc4ccccc4)nc3)CC2)cc1F. Results: hERG_inhib (hERG inhibition (general)): blocker.